From a dataset of Full USPTO retrosynthesis dataset with 1.9M reactions from patents (1976-2016). Predict the reactants needed to synthesize the given product. (1) Given the product [CH3:1][O:2][C:3](=[O:17])[CH2:4][C:5]1[CH:9]=[CH:8][N:7]([C:10]2[CH:15]=[CH:14][C:13]([C:22]3[CH:23]=[CH:24][C:19]([C:31]#[N:32])=[CH:20][CH:21]=3)=[CH:12][CH:11]=2)[CH:6]=1, predict the reactants needed to synthesize it. The reactants are: [CH3:1][O:2][C:3](=[O:17])[CH2:4][C:5]1[CH:9]=[CH:8][N:7]([C:10]2[CH:15]=[CH:14][C:13](F)=[CH:12][CH:11]=2)[CH:6]=1.N[C:19]1([C:31]#[N:32])[CH:24]=[CH:23][C:22](C2C=CC=CC=2)=[CH:21][CH2:20]1.COC1C(CC(OC)=O)CC(OC)O1. (2) Given the product [Cl:16][C:13]1[CH:12]=[CH:11][C:10]2[NH:9][C:8](=[O:17])[CH:7]3[CH2:4][CH:3]4[CH2:2][CH2:1][O:5][C:6]34[C:15]=2[CH:14]=1, predict the reactants needed to synthesize it. The reactants are: [CH2:1]([O:5][C:6]1[C:15]2[C:10](=[CH:11][CH:12]=[C:13]([Cl:16])[CH:14]=2)[NH:9][C:8](=[O:17])[CH:7]=1)[CH2:2][CH:3]=[CH2:4]. (3) The reactants are: [Cl:1][CH2:2][C:3](=O)[CH2:4][C:5]([O:7][CH2:8][CH3:9])=[O:6].S(=O)(=O)(O)O.[Cl:16][C:17]1C(O)=C[CH:20]=[CH:19][C:18]=1[OH:24]. Given the product [Cl:16][C:17]1[C:18]([OH:24])=[CH:19][CH:20]=[C:9]2[C:8]=1[O:7][C:5](=[O:6])[CH:4]=[C:3]2[CH2:2][Cl:1], predict the reactants needed to synthesize it. (4) Given the product [Cl:1][C:2]1[CH:3]=[C:4]([C:11]2[CH:15]=[CH:14][N:13]([CH2:16][C@@H:17]([NH:19][C:20]([C:22]3[O:26][N:25]=[C:24]([C:27]4[N:28]=[CH:29][NH:30][CH:31]=4)[N:23]=3)=[O:21])[CH3:18])[N:12]=2)[CH:5]=[C:6]([F:10])[C:7]=1[C:8]#[N:9], predict the reactants needed to synthesize it. The reactants are: [Cl:1][C:2]1[CH:3]=[C:4]([C:11]2[CH:15]=[CH:14][N:13]([CH2:16][C@@H:17]([NH:19][C:20]([C:22]3[O:26][N:25]=[C:24]([C:27]4[N:28]=[CH:29][N:30](C(C5C=CC=CC=5)(C5C=CC=CC=5)C5C=CC=CC=5)[CH:31]=4)[N:23]=3)=[O:21])[CH3:18])[N:12]=2)[CH:5]=[C:6]([F:10])[C:7]=1[C:8]#[N:9].C1COCC1.C(O)=O. (5) Given the product [CH3:24][O:23][C:19]([C:20]1[N:3]=[N:2][N:1]([C:4]2[CH:18]=[CH:17][CH:16]=[CH:15][C:5]=2[O:6][C:7]2[CH:12]=[CH:11][C:10]([CH3:13])=[CH:9][C:8]=2[OH:14])[CH:21]=1)=[O:22], predict the reactants needed to synthesize it. The reactants are: [N:1]([C:4]1[CH:18]=[CH:17][CH:16]=[CH:15][C:5]=1[O:6][C:7]1[CH:12]=[CH:11][C:10]([CH3:13])=[CH:9][C:8]=1[OH:14])=[N+:2]=[N-:3].[C:19]([O:23][CH3:24])(=[O:22])[C:20]#[CH:21]. (6) Given the product [CH3:1][O:2][C:3]1[C:4]([CH3:12])=[CH:5][C:6]([N+:9]([O-:11])=[O:10])=[C:7]([CH2:19][C:20]#[N:21])[CH:8]=1, predict the reactants needed to synthesize it. The reactants are: [CH3:1][O:2][C:3]1[CH:8]=[CH:7][C:6]([N+:9]([O-:11])=[O:10])=[CH:5][C:4]=1[CH3:12].ClC1C=CC(O[CH2:19][C:20]#[N:21])=CC=1.CC(C)([O-])C.[K+].O.